From a dataset of Catalyst prediction with 721,799 reactions and 888 catalyst types from USPTO. Predict which catalyst facilitates the given reaction. (1) The catalyst class is: 30. Reactant: C[O:2][C:3](=[O:37])[CH2:4][C:5]1[C:10](=[O:11])[C:9]([O:12][CH2:13][C:14]2[CH:19]=[CH:18][CH:17]=[CH:16][CH:15]=2)=[C:8]([C:20](=[O:30])[NH:21][CH2:22][C:23]2[CH:28]=[CH:27][CH:26]=[C:25]([Cl:29])[CH:24]=2)[N:7]([CH2:31][CH:32]([O:35][CH3:36])[O:33][CH3:34])[CH:6]=1.CO.[OH-].[Na+].Cl. Product: [CH2:13]([O:12][C:9]1[C:10](=[O:11])[C:5]([CH2:4][C:3]([OH:37])=[O:2])=[CH:6][N:7]([CH2:31][CH:32]([O:33][CH3:34])[O:35][CH3:36])[C:8]=1[C:20](=[O:30])[NH:21][CH2:22][C:23]1[CH:28]=[CH:27][CH:26]=[C:25]([Cl:29])[CH:24]=1)[C:14]1[CH:19]=[CH:18][CH:17]=[CH:16][CH:15]=1. (2) Reactant: [Br:1][C:2]1[CH:17]=[CH:16][C:5]2[N:6]=[C:7]([C:9]3[CH:14]=[CH:13][C:12]([CH3:15])=[CH:11][CH:10]=3)[O:8][C:4]=2[CH:3]=1.[Br:18]N1C(=O)CCC1=O.C(OOC(=O)C1C=CC=CC=1)(=O)C1C=CC=CC=1. Product: [Br:1][C:2]1[CH:17]=[CH:16][C:5]2[N:6]=[C:7]([C:9]3[CH:10]=[CH:11][C:12]([CH2:15][Br:18])=[CH:13][CH:14]=3)[O:8][C:4]=2[CH:3]=1. The catalyst class is: 53. (3) Reactant: O[CH2:2][C:3]1[C:4]([NH:15][CH2:16][CH2:17][NH:18][C:19](=[O:21])[CH3:20])=[N:5][C:6]2[C:11]([CH:12]=1)=[CH:10][C:9]([O:13][CH3:14])=[CH:8][CH:7]=2.O=S(Cl)[Cl:24]. Product: [ClH:24].[Cl:24][CH2:2][C:3]1[C:4]([NH:15][CH2:16][CH2:17][NH:18][C:19](=[O:21])[CH3:20])=[N:5][C:6]2[C:11]([CH:12]=1)=[CH:10][C:9]([O:13][CH3:14])=[CH:8][CH:7]=2. The catalyst class is: 2. (4) Reactant: [NH2:1][C:2]1[CH:3]=[C:4]([C:11]([F:14])([F:13])[F:12])[CH:5]=[CH:6][C:7]=1[N+:8]([O-:10])=[O:9].[Br:15]N1C(=O)CCC1=O.O. Product: [Br:15][C:5]1[C:4]([C:11]([F:12])([F:13])[F:14])=[CH:3][C:2]([NH2:1])=[C:7]([N+:8]([O-:10])=[O:9])[CH:6]=1. The catalyst class is: 15. (5) Reactant: [F:1][C:2]1[CH:7]=[CH:6][C:5]([CH:8]([C:17]2[C:22]([N+:23]([O-:25])=[O:24])=[CH:21][CH:20]=[CH:19][N:18]=2)[C:9]([C:11]2[CH:16]=[CH:15][N:14]=[CH:13][CH:12]=2)=[O:10])=[CH:4][CH:3]=1.N1C=CC=CC=1.[F:32][C:33]([F:46])([F:45])[S:34](O[S:34]([C:33]([F:46])([F:45])[F:32])(=[O:36])=[O:35])(=[O:36])=[O:35].O. Product: [F:1][C:2]1[CH:7]=[CH:6][C:5]([C:8]([C:17]2[C:22]([N+:23]([O-:25])=[O:24])=[CH:21][CH:20]=[CH:19][N:18]=2)=[C:9]([O:10][S:34]([C:33]([F:46])([F:45])[F:32])(=[O:36])=[O:35])[C:11]2[CH:12]=[CH:13][N:14]=[CH:15][CH:16]=2)=[CH:4][CH:3]=1. The catalyst class is: 4. (6) Reactant: C(OC([N:8]1[CH2:13][CH2:12][N:11]([C:14]2[N:19]=[C:18]([N:20]([CH3:22])[CH3:21])[N:17]=[CH:16][N:15]=2)[CH2:10][CH2:9]1)=O)(C)(C)C.FC(F)(F)C(O)=O.[OH-].[Na+]. Product: [CH3:21][N:20]([CH3:22])[C:18]1[N:19]=[C:14]([N:11]2[CH2:12][CH2:13][NH:8][CH2:9][CH2:10]2)[N:15]=[CH:16][N:17]=1. The catalyst class is: 4. (7) Reactant: [F:1][C:2]1[CH:30]=[C:29]([N+:31]([O-])=O)[CH:28]=[CH:27][C:3]=1[O:4][C:5]1[CH:10]=[CH:9][N:8]=[C:7]([NH:11][C:12]([CH:14]2[CH2:19][CH2:18][N:17]([C:20]([O:22][C:23]([CH3:26])([CH3:25])[CH3:24])=[O:21])[CH2:16][CH2:15]2)=[O:13])[CH:6]=1.CCCCCC.C(OCC)(=O)C. Product: [NH2:31][C:29]1[CH:28]=[CH:27][C:3]([O:4][C:5]2[CH:10]=[CH:9][N:8]=[C:7]([NH:11][C:12]([CH:14]3[CH2:19][CH2:18][N:17]([C:20]([O:22][C:23]([CH3:25])([CH3:26])[CH3:24])=[O:21])[CH2:16][CH2:15]3)=[O:13])[CH:6]=2)=[C:2]([F:1])[CH:30]=1. The catalyst class is: 129. (8) Reactant: C([O:3][C:4]([C:6]1[C:10]([C:11](=O)[C:12]2[CH:17]=[CH:16][C:15]([O:18][CH3:19])=[CH:14][CH:13]=2)=[C:9]([CH3:21])[O:8][N:7]=1)=O)C.O.[NH2:23][NH2:24]. Product: [CH3:19][O:18][C:15]1[CH:16]=[CH:17][C:12]([C:11]2[C:10]3[C:6](=[N:7][O:8][C:9]=3[CH3:21])[C:4](=[O:3])[NH:23][N:24]=2)=[CH:13][CH:14]=1. The catalyst class is: 8.